From a dataset of Reaction yield outcomes from USPTO patents with 853,638 reactions. Predict the reaction yield, written as a fraction of the theoretical maximum amount of product (1.0 means a 100% yield; for example, 0.34 means a 34% yield). (1) The reactants are [Cl:1][S:2]([OH:5])(=O)=[O:3].[Cl:6][C:7]1[CH:8]=[C:9]([OH:14])[C:10]([CH3:13])=[CH:11][CH:12]=1. The catalyst is ClCCl. The product is [Cl:6][C:7]1[CH:8]=[C:9]([OH:14])[C:10]([CH3:13])=[CH:11][C:12]=1[S:2]([Cl:1])(=[O:5])=[O:3]. The yield is 0.0240. (2) The reactants are [Br:1][C:2]1[N:7]=[C:6]([C:8]([OH:16])([CH3:15])[CH2:9]OS(C)(=O)=O)[C:5]([F:17])=[CH:4][CH:3]=1.[Cl-].[NH4+].[N-:20]=[N+:21]=[N-:22].[Na+]. The catalyst is C(O)C.C(OCC)(=O)C. The product is [N:20]([CH2:9][C:8]([C:6]1[C:5]([F:17])=[CH:4][CH:3]=[C:2]([Br:1])[N:7]=1)([OH:16])[CH3:15])=[N+:21]=[N-:22]. The yield is 0.740. (3) The reactants are [OH-:1].[Na+].[C:3]([C:5]1[CH:6]=[CH:7][C:8]([C:11]2[N:15]([C:16]3[CH:17]=[N:18][CH:19]=[CH:20][CH:21]=3)[N:14]=[C:13]([C:22]([N:24]3[CH2:29][CH2:28][CH:27]([F:30])[CH2:26][CH2:25]3)=[O:23])[CH:12]=2)=[N:9][CH:10]=1)#[N:4].CO. The catalyst is O1CCCC1. The product is [C:3]([C:5]1[CH:6]=[CH:7][C:8]([C:11]2[N:15]([C:16]3[CH:17]=[N:18][CH:19]=[CH:20][CH:21]=3)[N:14]=[C:13]([C:22]([N:24]3[CH2:25][CH2:26][CH:27]([F:30])[CH2:28][CH2:29]3)=[O:23])[CH:12]=2)=[N:9][CH:10]=1)(=[O:1])[NH2:4]. The yield is 0.640. (4) The reactants are Cl.[F:2][C:3]1[CH:8]=[C:7]([F:9])[CH:6]=[CH:5][C:4]=1[CH:10]1[CH2:15][CH:14]([C:16]([O:18][CH3:19])=[O:17])[CH2:13][CH2:12][NH:11]1.CCN(C(C)C)C(C)C.[C:29](Cl)(=[O:32])[O:30][CH3:31]. The catalyst is C(Cl)Cl. The product is [F:2][C:3]1[CH:8]=[C:7]([F:9])[CH:6]=[CH:5][C:4]=1[CH:10]1[CH2:15][CH:14]([C:16]([O:18][CH3:19])=[O:17])[CH2:13][CH2:12][N:11]1[C:29]([O:30][CH3:31])=[O:32]. The yield is 0.950. (5) The reactants are [CH2:1]=[C:2]([C:10]([O:13]S(F)(=O)=O)([F:12])[F:11])[C:3]([C:6]([F:9])([F:8])[F:7])([F:5])[F:4].[F-:18].[K+].[F:20][C:21]([F:29])([F:28])[C:22]([C:24]([F:27])([F:26])[F:25])=O.COCCOCCOC. The catalyst is O. The product is [CH2:1]=[C:2]([C:10]([O:13][C:22]([C:24]([F:27])([F:26])[F:25])([C:21]([F:29])([F:28])[F:20])[F:18])([F:12])[F:11])[C:3]([C:6]([F:9])([F:8])[F:7])([F:5])[F:4]. The yield is 0.620.